Dataset: Acute oral toxicity (LD50) regression data from Zhu et al.. Task: Regression/Classification. Given a drug SMILES string, predict its toxicity properties. Task type varies by dataset: regression for continuous values (e.g., LD50, hERG inhibition percentage) or binary classification for toxic/non-toxic outcomes (e.g., AMES mutagenicity, cardiotoxicity, hepatotoxicity). Dataset: ld50_zhu. (1) The drug is CCNc1nc(Cl)nc(NCC)n1. The rat oral LD50 is 2.32, given as -log10 of the dose in mol/kg body weight (higher means more acutely toxic). (2) The drug is CC(Cc1ccccc1)NC(=O)Cn1nc(-c2ccccc2)ccc1=O. The rat oral LD50 is 2.42, given as -log10 of the dose in mol/kg body weight (higher means more acutely toxic). (3) The rat oral LD50 is 1.73, given as -log10 of the dose in mol/kg body weight (higher means more acutely toxic). The compound is O=C(NC(O)C(Cl)(Cl)Cl)NC(O)C(Cl)(Cl)Cl. (4) The molecule is CC(=O)c1ccc(C)cc1. The rat oral LD50 is 1.98, given as -log10 of the dose in mol/kg body weight (higher means more acutely toxic). (5) The compound is CNC(=O)ON=C1COC(C)S1. The rat oral LD50 is 4.20, given as -log10 of the dose in mol/kg body weight (higher means more acutely toxic). (6) The molecule is CCOC(=O)C(CC)(CC(=O)OCCN(CC)CC)c1ccccc1. The rat oral LD50 is 3.34, given as -log10 of the dose in mol/kg body weight (higher means more acutely toxic). (7) The compound is NS(=O)(=O)c1cc(C(=O)O)c(NCc2ccco2)cc1Cl. The rat oral LD50 is 2.10, given as -log10 of the dose in mol/kg body weight (higher means more acutely toxic).